This data is from Reaction yield outcomes from USPTO patents with 853,638 reactions. The task is: Predict the reaction yield, written as a fraction of the theoretical maximum amount of product (1.0 means a 100% yield; for example, 0.34 means a 34% yield). (1) The reactants are [CH2:1](OC1C=C(I)C=C(OCC)C=1OCC)C.[CH2:17]([O:19][C:20]1[CH:21]=[C:22]([CH:24]=[C:25]([O:30][CH2:31]C)[C:26]=1OCC)[NH2:23])C. No catalyst specified. The product is [CH3:31][O:30][C:25]1[CH:24]=[C:22]([CH:21]=[C:20]([O:19][CH3:17])[C:26]=1[CH3:1])[NH2:23]. The yield is 0.870. (2) The reactants are [C:1]1([CH2:7][CH2:8][CH2:9][CH2:10][OH:11])[CH:6]=[CH:5][CH:4]=[CH:3][CH:2]=1.Br[CH2:13][CH2:14][CH2:15]Br.[OH-].[Na+]. The catalyst is [Br-].C([N+](CCCC)(CCCC)CCCC)CCC.CCCCCC. The product is [CH2:15]([O:11][CH2:10][CH2:9][CH2:8][CH2:7][C:1]1[CH:6]=[CH:5][CH:4]=[CH:3][CH:2]=1)[CH:14]=[CH2:13]. The yield is 0.920. (3) The reactants are I[C:2]1[C:11]2[C:6](=[CH:7][CH:8]=[CH:9][CH:10]=2)[CH:5]=[CH:4][CH:3]=1.[CH2:12]([OH:15])[C:13]#[CH:14].C(N(CC)CC)C. The catalyst is O1CCCC1.[Cu](I)I.C1C=CC(P(C2C=CC=CC=2)C2C=CC=CC=2)=CC=1.C1C=CC(P(C2C=CC=CC=2)C2C=CC=CC=2)=CC=1.Cl[Pd]Cl. The product is [C:2]1([C:14]#[C:13][CH2:12][OH:15])[C:11]2[C:6](=[CH:7][CH:8]=[CH:9][CH:10]=2)[CH:5]=[CH:4][CH:3]=1. The yield is 0.490. (4) The reactants are [NH2:1][C:2]1[CH:10]=[C:9]([F:11])[C:8]([F:12])=[CH:7][C:3]=1[C:4](O)=[O:5].C(O)(=O)C.[CH:17](N)=[NH:18]. The catalyst is C(O)C. The product is [F:12][C:8]1[CH:7]=[C:3]2[C:2](=[CH:10][C:9]=1[F:11])[N:1]=[CH:17][NH:18][C:4]2=[O:5]. The yield is 0.840. (5) The reactants are [CH2:1]([N:3]([CH2:24][CH3:25])[C:4]([CH:6]1[C:18]2[C:17]3[C:12](=[CH:13][CH:14]=[CH:15][CH:16]=3)[NH:11][C:10]=2[C:9]2[CH:19]=[CH:20][CH:21]=[C:22]([F:23])[C:8]=2[S:7]1)=[O:5])[CH3:2].S(C1C=CC(C)=CC=1)(O[CH2:30][CH2:31][F:32])(=O)=O.[H-].[Na+]. The catalyst is CN(C=O)C. The product is [CH2:24]([N:3]([CH2:1][CH3:2])[C:4]([CH:6]1[C:18]2[C:17]3[C:12](=[CH:13][CH:14]=[CH:15][CH:16]=3)[N:11]([CH2:30][CH2:31][F:32])[C:10]=2[C:9]2[CH:19]=[CH:20][CH:21]=[C:22]([F:23])[C:8]=2[S:7]1)=[O:5])[CH3:25]. The yield is 0.300. (6) The reactants are [NH2:1][CH2:2][CH2:3][NH:4][C:5]1[N:10]=[CH:9][C:8]([N:11]([CH3:31])[C:12](=[O:30])[C:13]([C:16]2[CH:21]=[C:20]([C:22]([F:25])([F:24])[F:23])[CH:19]=[C:18]([C:26]([F:29])([F:28])[F:27])[CH:17]=2)([CH3:15])[CH3:14])=[C:7]([C:32]2[CH:37]=[CH:36][C:35]([F:38])=[CH:34][C:33]=2[CH3:39])[CH:6]=1.C=O.S([O-])([O-])(=O)=O.[Mg+2].[CH2:48](N(CC)CC)C.[C:55](Cl)(=[O:57])[CH3:56]. The catalyst is ClCCCl. The product is [C:55]([N:1]1[CH2:2][CH2:3][N:4]([C:5]2[N:10]=[CH:9][C:8]([N:11]([CH3:31])[C:12](=[O:30])[C:13]([C:16]3[CH:17]=[C:18]([C:26]([F:27])([F:28])[F:29])[CH:19]=[C:20]([C:22]([F:24])([F:25])[F:23])[CH:21]=3)([CH3:15])[CH3:14])=[C:7]([C:32]3[CH:37]=[CH:36][C:35]([F:38])=[CH:34][C:33]=3[CH3:39])[CH:6]=2)[CH2:48]1)(=[O:57])[CH3:56]. The yield is 0.730. (7) The reactants are [NH2:1][C@@H:2]1[C:11]2[C:6](=[CH:7][CH:8]=[CH:9][CH:10]=2)[C@H:5]([OH:12])[CH2:4][CH2:3]1.[H-].[Na+].F[C:16]1[CH:17]=[CH:18][C:19]2[N:20]([C:22]([CH2:25][CH2:26][N:27]3[CH2:32][CH2:31][N:30]([CH3:33])[CH2:29][CH2:28]3)=[N:23][N:24]=2)[CH:21]=1. The catalyst is CN(C=O)C. The product is [CH3:33][N:30]1[CH2:29][CH2:28][N:27]([CH2:26][CH2:25][C:22]2[N:20]3[CH:21]=[C:16]([O:12][C@H:5]4[C:6]5[C:11](=[CH:10][CH:9]=[CH:8][CH:7]=5)[C@@H:2]([NH2:1])[CH2:3][CH2:4]4)[CH:17]=[CH:18][C:19]3=[N:24][N:23]=2)[CH2:32][CH2:31]1. The yield is 0.430.